From a dataset of Catalyst prediction with 721,799 reactions and 888 catalyst types from USPTO. Predict which catalyst facilitates the given reaction. (1) Reactant: [Cl:1][C:2]1[CH:7]=[C:6]([C:8]#[C:9][C:10]2[N:11]=[C:12]([CH3:22])[N:13]([C:15]3[CH:20]=[CH:19][C:18]([CH3:21])=[CH:17][CH:16]=3)[CH:14]=2)[CH:5]=[CH:4][N:3]=1.[CH:23]([N-]C(C)C)(C)C.[Li+].IC. Product: [Cl:1][C:2]1[CH:7]=[C:6]([C:8]#[C:9][C:10]2[N:11]=[C:12]([CH3:22])[N:13]([C:15]3[CH:20]=[CH:19][C:18]([CH3:21])=[CH:17][CH:16]=3)[C:14]=2[CH3:23])[CH:5]=[CH:4][N:3]=1. The catalyst class is: 1. (2) Reactant: [F:1][C:2]1[CH:7]=[CH:6][CH:5]=[CH:4][C:3]=1[N:8]1[C:12]2=[N:13][C:14](Cl)=[CH:15][CH:16]=[C:11]2[N:10]=[N:9]1.FC1C=CC=CC=1N.[OH-].[Na+].C(O)(=O)CC(CC(O)=O)(C(O)=O)[OH:31]. Product: [F:1][C:2]1[CH:7]=[CH:6][CH:5]=[CH:4][C:3]=1[N:8]1[C:12]2=[N:13][C:14]([OH:31])=[CH:15][CH:16]=[C:11]2[N:10]=[N:9]1. The catalyst class is: 58. (3) Reactant: C([O:3][C:4](=[O:38])[C@H:5]([CH2:15][C:16]1[CH:21]=[CH:20][C:19]([O:22][CH2:23][CH2:24][S:25][CH2:26][CH2:27][CH2:28][CH2:29][CH2:30][CH2:31][CH2:32][CH2:33][CH2:34][CH2:35][CH2:36][CH3:37])=[CH:18][CH:17]=1)[NH:6][C:7](=[O:14])[C:8]1[CH:13]=[CH:12][CH:11]=[CH:10][CH:9]=1)C.[OH-].[Li+]. Product: [C:7]([NH:6][C@H:5]([C:4]([OH:38])=[O:3])[CH2:15][C:16]1[CH:17]=[CH:18][C:19]([O:22][CH2:23][CH2:24][S:25][CH2:26][CH2:27][CH2:28][CH2:29][CH2:30][CH2:31][CH2:32][CH2:33][CH2:34][CH2:35][CH2:36][CH3:37])=[CH:20][CH:21]=1)(=[O:14])[C:8]1[CH:13]=[CH:12][CH:11]=[CH:10][CH:9]=1. The catalyst class is: 815. (4) Reactant: [C:1]1([CH2:7][C@H:8]2[N:14]([S:15]([C:18]3[S:19][CH:20]=[CH:21][CH:22]=3)(=[O:17])=[O:16])[CH2:13][C:12]3[CH:23]=[C:24]([C:27]#[N:28])[CH:25]=[CH:26][C:11]=3[NH:10][CH2:9]2)[CH:6]=[CH:5][CH:4]=[CH:3][CH:2]=1.[NH:29]1[CH:33]=[C:32]([CH:34]=O)[N:31]=[CH:30]1.ClC(Cl)(Cl)C(O)=O.ClC(Cl)(Cl)C(OC(=O)C(Cl)(Cl)Cl)=O.C([SiH](CC)CC)C.[OH-].[Na+]. Product: [NH:29]1[CH:33]=[C:32]([CH2:34][N:10]2[C:11]3[CH:26]=[CH:25][C:24]([C:27]#[N:28])=[CH:23][C:12]=3[CH2:13][N:14]([S:15]([C:18]3[S:19][CH:20]=[CH:21][CH:22]=3)(=[O:17])=[O:16])[C@H:8]([CH2:7][C:1]3[CH:6]=[CH:5][CH:4]=[CH:3][CH:2]=3)[CH2:9]2)[N:31]=[CH:30]1. The catalyst class is: 2. (5) Reactant: [OH-].[Li+].[CH3:3][C:4]1[CH:9]=[C:8]([CH3:10])[CH:7]=[C:6]([CH3:11])[C:5]=1[NH:12][C:13]([NH:15][C:16]1[CH:17]=[C:18]([C:37]2[CH:42]=[CH:41][CH:40]=[CH:39][CH:38]=2)[CH:19]=[CH:20][C:21]=1[C:22]([NH:24][C:25]1([C:33]([O:35]C)=[O:34])[CH2:32][CH2:31][CH2:30][CH2:29][CH2:28][CH2:27][CH2:26]1)=[O:23])=[O:14].CO.O. Product: [CH3:11][C:6]1[CH:7]=[C:8]([CH3:10])[CH:9]=[C:4]([CH3:3])[C:5]=1[NH:12][C:13]([NH:15][C:16]1[CH:17]=[C:18]([C:37]2[CH:38]=[CH:39][CH:40]=[CH:41][CH:42]=2)[CH:19]=[CH:20][C:21]=1[C:22]([NH:24][C:25]1([C:33]([OH:35])=[O:34])[CH2:32][CH2:31][CH2:30][CH2:29][CH2:28][CH2:27][CH2:26]1)=[O:23])=[O:14]. The catalyst class is: 1. (6) Reactant: Br[C:2]1[C:10]2[O:9][C:8]([CH3:11])=[C:7]([CH3:12])[C:6]=2[CH:5]=[C:4]([F:13])[CH:3]=1.[Li]CCCC.CN([CH:22]=[O:23])C.[NH4+].[Cl-]. Product: [F:13][C:4]1[CH:3]=[C:2]([CH:22]=[O:23])[C:10]2[O:9][C:8]([CH3:11])=[C:7]([CH3:12])[C:6]=2[CH:5]=1. The catalyst class is: 1. (7) Reactant: [Br:1][C:2]1[CH:7]=[CH:6][N:5]=[C:4]([C:8]([OH:10])=O)[CH:3]=1.CN(C(ON1N=NC2C=CC=NC1=2)=[N+](C)C)C.F[P-](F)(F)(F)(F)F.C(N(C(C)C)C(C)C)C.[CH3:44][O:45][C:46]1[CH:51]=[CH:50][C:49]([CH2:52][NH2:53])=[CH:48][CH:47]=1.[OH-].[Na+]. Product: [Br:1][C:2]1[CH:7]=[CH:6][N:5]=[C:4]([C:8]([NH:53][CH2:52][C:49]2[CH:50]=[CH:51][C:46]([O:45][CH3:44])=[CH:47][CH:48]=2)=[O:10])[CH:3]=1. The catalyst class is: 3.